This data is from Peptide-MHC class II binding affinity with 134,281 pairs from IEDB. The task is: Regression. Given a peptide amino acid sequence and an MHC pseudo amino acid sequence, predict their binding affinity value. This is MHC class II binding data. (1) The peptide sequence is VPQLQPQNPSQQQPQ. The MHC is HLA-DPA10201-DPB10101 with pseudo-sequence HLA-DPA10201-DPB10101. The binding affinity (normalized) is 0.116. (2) The peptide sequence is KASPVLAFPAGVCPT. The MHC is DRB1_1201 with pseudo-sequence DRB1_1201. The binding affinity (normalized) is 0.246. (3) The peptide sequence is LLAMAVLAALFAGAW. The MHC is DRB1_0901 with pseudo-sequence DRB1_0901. The binding affinity (normalized) is 0.351. (4) The peptide sequence is FRHLAREKNPRLCTK. The MHC is HLA-DQA10103-DQB10603 with pseudo-sequence HLA-DQA10103-DQB10603. The binding affinity (normalized) is 0. (5) The peptide sequence is NLRLKGVTCRLFRQQ. The MHC is DRB1_1101 with pseudo-sequence DRB1_1101. The binding affinity (normalized) is 0.696.